This data is from Forward reaction prediction with 1.9M reactions from USPTO patents (1976-2016). The task is: Predict the product of the given reaction. (1) Given the reactants [Br:1][C:2]1[CH:11]=[C:10]([N+:12]([O-])=O)[C:5]([NH:6][CH:7]2[CH2:9][CH2:8]2)=[C:4]([O:15][CH3:16])[CH:3]=1, predict the reaction product. The product is: [Br:1][C:2]1[CH:11]=[C:10]([NH2:12])[C:5]([NH:6][CH:7]2[CH2:9][CH2:8]2)=[C:4]([O:15][CH3:16])[CH:3]=1. (2) The product is: [Cl-:18].[CH:7](=[N+:1]1[CH2:6][CH2:5][O:4][CH2:3][CH2:2]1)[C:8]1[CH:13]=[CH:12][CH:11]=[CH:10][CH:9]=1. Given the reactants [NH:1]1[CH2:6][CH2:5][O:4][CH2:3][CH2:2]1.[CH:7](=O)[C:8]1[CH:13]=[CH:12][CH:11]=[CH:10][CH:9]=1.C([Cl:18])(=O)C, predict the reaction product.